This data is from Forward reaction prediction with 1.9M reactions from USPTO patents (1976-2016). The task is: Predict the product of the given reaction. Given the reactants [ClH:1].Cl.[Br:3][C:4]1[CH:5]=[C:6]([CH:12]([C:21]([CH2:25][CH3:26])([OH:24])[CH2:22][CH3:23])[CH2:13][N:14]2[CH2:19][CH2:18][N:17](C)[CH2:16][CH2:15]2)[CH:7]=[CH:8][C:9]=1[O:10][CH3:11].BrC1C=C(C(C(CC)(O)CC)C(N2CCN(C(OC(C)(C)C)=O)CC2)=O)C=CC=1OC, predict the reaction product. The product is: [ClH:1].[ClH:1].[Br:3][C:4]1[CH:5]=[C:6]([CH:12]([C:21]([CH2:22][CH3:23])([OH:24])[CH2:25][CH3:26])[CH2:13][N:14]2[CH2:15][CH2:16][NH:17][CH2:18][CH2:19]2)[CH:7]=[CH:8][C:9]=1[O:10][CH3:11].